Predict the reaction yield, written as a fraction of the theoretical maximum amount of product (1.0 means a 100% yield; for example, 0.34 means a 34% yield). From a dataset of Reaction yield outcomes from USPTO patents with 853,638 reactions. (1) The reactants are [CH:1]1(O)[CH2:4][CH2:3][CH2:2]1.N1C=CC=CC=1.[F:12][C:13]([F:26])([F:25])[S:14]([O:17]S(C(F)(F)F)(=O)=O)(=[O:16])=[O:15].[C:27]1([S:33][C:34]2[CH:39]=[CH:38][CH:37]=[CH:36][CH:35]=2)[CH:32]=[CH:31][CH:30]=[CH:29][CH:28]=1. The catalyst is C(Cl)Cl.CCCCC. The product is [F:12][C:13]([F:26])([F:25])[S:14]([O-:17])(=[O:16])=[O:15].[CH:1]1([S+:33]([C:34]2[CH:35]=[CH:36][CH:37]=[CH:38][CH:39]=2)[C:27]2[CH:32]=[CH:31][CH:30]=[CH:29][CH:28]=2)[CH2:4][CH2:3][CH2:2]1. The yield is 0.350. (2) The reactants are Cl.Br[C:3]1[CH:4]=[C:5]2[C:11]([C:12]3[CH:17]=[CH:16][C:15]([O:18][CH2:19][CH2:20][CH2:21][N:22]4[CH2:27][CH2:26][CH2:25][CH2:24][CH2:23]4)=[CH:14][CH:13]=3)=[CH:10][NH:9][C:6]2=[N:7][CH:8]=1.[CH3:28][O:29][C:30]1[CH:31]=[C:32](B2OC(C)(C)C(C)(C)O2)[CH:33]=[CH:34][C:35]=1[O:36]CC1C=CC(OC)=CC=1.C(=O)([O-])[O-].[Na+].[Na+].C(=O)(O)[O-].[Na+]. The catalyst is Cl[Pd-2](Cl)(P(C1C=CC=CC=1)(C1C=CC=CC=1)C1C=CC=CC=1)P(C1C=CC=CC=1)(C1C=CC=CC=1)C1C=CC=CC=1.ClCCl.C(#N)C. The product is [CH3:28][O:29][C:30]1[CH:31]=[C:32]([C:3]2[CH:4]=[C:5]3[C:11]([C:12]4[CH:17]=[CH:16][C:15]([O:18][CH2:19][CH2:20][CH2:21][N:22]5[CH2:27][CH2:26][CH2:25][CH2:24][CH2:23]5)=[CH:14][CH:13]=4)=[CH:10][NH:9][C:6]3=[N:7][CH:8]=2)[CH:33]=[CH:34][C:35]=1[OH:36]. The yield is 0.0800.